Dataset: Reaction yield outcomes from USPTO patents with 853,638 reactions. Task: Predict the reaction yield, written as a fraction of the theoretical maximum amount of product (1.0 means a 100% yield; for example, 0.34 means a 34% yield). (1) The reactants are [N:1]1([C:6]2[CH:14]=[CH:13][CH:12]=[C:11]3[C:7]=2[C:8]([NH2:15])=[N:9][NH:10]3)[CH:5]=[CH:4][CH:3]=[N:2]1.CC1(C)OC(=O)[CH:20]([C:24]([CH:26]2[CH2:31][CH2:30][N:29]([C:32]([O:34][C:35]([CH3:38])([CH3:37])[CH3:36])=[O:33])[CH2:28][CH2:27]2)=O)[C:19](=O)[O:18]1.P([O-])([O-])([O-])=O.[K+].[K+].[K+].Cl. The catalyst is C(#N)C.O. The product is [O:18]=[C:19]1[CH:20]=[C:24]([CH:26]2[CH2:31][CH2:30][N:29]([C:32]([O:34][C:35]([CH3:38])([CH3:37])[CH3:36])=[O:33])[CH2:28][CH2:27]2)[N:9]2[N:10]=[C:11]3[C:7]([C:6]([N:1]4[CH:5]=[CH:4][CH:3]=[N:2]4)=[CH:14][CH:13]=[CH:12]3)=[C:8]2[NH:15]1. The yield is 0.230. (2) The yield is 0.850. The product is [CH2:1]([C:3]1[S:4][CH:5]=[C:6](/[CH:8]=[CH:9]/[C:10]2[C:11]([O:21][CH2:22][C:23]3[CH:46]=[CH:45][C:26]([O:27][CH2:28][C:29]4[N:30]=[C:31]([C:35]5[CH:36]=[C:37]([CH:42]=[CH:43][CH:44]=5)[C:38]([OH:40])=[O:39])[O:32][C:33]=4[CH3:34])=[C:25]([O:47][CH3:48])[CH:24]=3)=[N:12][N:13]([C:15]3[CH:16]=[CH:17][CH:18]=[CH:19][CH:20]=3)[CH:14]=2)[N:7]=1)[CH3:2]. The reactants are [CH2:1]([C:3]1[S:4][CH:5]=[C:6](/[CH:8]=[CH:9]/[C:10]2[C:11]([O:21][CH2:22][C:23]3[CH:46]=[CH:45][C:26]([O:27][CH2:28][C:29]4[N:30]=[C:31]([C:35]5[CH:36]=[C:37]([CH:42]=[CH:43][CH:44]=5)[C:38]([O:40]C)=[O:39])[O:32][C:33]=4[CH3:34])=[C:25]([O:47][CH3:48])[CH:24]=3)=[N:12][N:13]([C:15]3[CH:20]=[CH:19][CH:18]=[CH:17][CH:16]=3)[CH:14]=2)[N:7]=1)[CH3:2].O1CCCC1.[OH-].[Na+].Cl. The catalyst is O.C(O)C.